This data is from Forward reaction prediction with 1.9M reactions from USPTO patents (1976-2016). The task is: Predict the product of the given reaction. (1) Given the reactants [O:1]=[C:2]1[N:6]([C:7]2[CH:12]=[CH:11][CH:10]=[C:9]([NH:13][C:14]([N:16]3[CH2:21][CH2:20][CH2:19][CH2:18][CH2:17]3)=[O:15])[CH:8]=2)[CH2:5][CH:4]([C:22]([NH:24][CH:25]([C:32]2[CH:33]=[N:34][CH:35]=[CH:36][CH:37]=2)[CH2:26][C:27]([O:29]CC)=[O:28])=[O:23])[CH2:3]1.[OH-].[Na+].Cl, predict the reaction product. The product is: [O:1]=[C:2]1[N:6]([C:7]2[CH:12]=[CH:11][CH:10]=[C:9]([NH:13][C:14]([N:16]3[CH2:21][CH2:20][CH2:19][CH2:18][CH2:17]3)=[O:15])[CH:8]=2)[CH2:5][CH:4]([C:22]([NH:24][CH:25]([C:32]2[CH:33]=[N:34][CH:35]=[CH:36][CH:37]=2)[CH2:26][C:27]([OH:29])=[O:28])=[O:23])[CH2:3]1. (2) Given the reactants [Cl:1][C:2]1[CH:3]=[C:4]([NH:13][C:14]([C:16]2[C:17]([CH3:35])=[C:18]([C:27]3[CH:32]=[CH:31][C:30]([F:33])=[C:29]([F:34])[CH:28]=3)[CH:19]=[C:20]([C:23]([CH3:26])([CH3:25])[CH3:24])[C:21]=2[OH:22])=[O:15])[CH:5]=[CH:6][C:7]=1[S:8][C:9]([F:12])([F:11])[F:10].I([O-])(=O)(=O)=[O:37].[Na+].O.C(OCC)C, predict the reaction product. The product is: [Cl:1][C:2]1[CH:3]=[C:4]([NH:13][C:14]([C:16]2[C:17]([CH3:35])=[C:18]([C:27]3[CH:32]=[CH:31][C:30]([F:33])=[C:29]([F:34])[CH:28]=3)[CH:19]=[C:20]([C:23]([CH3:26])([CH3:25])[CH3:24])[C:21]=2[OH:22])=[O:15])[CH:5]=[CH:6][C:7]=1[S:8]([C:9]([F:12])([F:10])[F:11])=[O:37]. (3) Given the reactants [F:1][C:2]1[C:10]([F:11])=[C:9]2[C:5]([C:6](=O)[C:7](=O)[NH:8]2)=[CH:4][CH:3]=1.[OH-:14].[K+].Br[CH2:17][C:18](C1C=CC=CC=1)=O.Cl, predict the reaction product. The product is: [F:1][C:2]1[C:10]([F:11])=[C:9]2[C:5]([CH:17]=[C:18]([OH:14])[C:7]([CH3:6])=[N:8]2)=[CH:4][CH:3]=1. (4) Given the reactants [Cl:1][C:2]1[CH:7]=[CH:6][CH:5]=C[C:3]=1[C:8]1[CH:13]=[CH:12][CH:11]=[C:10]([NH:14][C:15]([C@@H:17]2[CH2:21][C@@H:20]([F:22])[CH2:19][N:18]2[C:23](=[O:45])[CH2:24][N:25]2[C:33]3[C:28](=[CH:29][C:30]([C:34]#[C:35][C:36]4[N:41]=[CH:40][CH:39]=[CH:38][N:37]=4)=[CH:31][CH:32]=3)[C:27]([C:42]([NH2:44])=[O:43])=[N:26]2)=[O:16])[C:9]=1[F:46].C[N:48](C(ON1N=NC2C=CC=NC1=2)=[N+](C)C)C.F[P-](F)(F)(F)(F)F.CCN(C(C)C)C(C)C, predict the reaction product. The product is: [Cl:1][C:2]1[C:3]([C:8]2[C:9]([F:46])=[C:10]([NH:14][C:15]([C@@H:17]3[CH2:21][C@@H:20]([F:22])[CH2:19][N:18]3[C:23](=[O:45])[CH2:24][N:25]3[C:33]4[C:28](=[CH:29][C:30]([C:34]#[C:35][C:36]5[N:41]=[CH:40][CH:39]=[CH:38][N:37]=5)=[CH:31][CH:32]=4)[C:27]([C:42]([NH2:44])=[O:43])=[N:26]3)=[O:16])[CH:11]=[CH:12][CH:13]=2)=[N:48][CH:5]=[CH:6][CH:7]=1. (5) Given the reactants [H-].[Na+].[CH3:3][O:4][C:5](=[O:36])[C:6]1[CH:11]=[C:10]([NH:12][C:13]2[CH:18]=[CH:17][CH:16]=[CH:15][CH:14]=2)[CH:9]=[C:8]([C:19](=[O:35])[C:20]2[CH:25]=[CH:24][C:23]([N:26]([C:28]3[CH:33]=[CH:32][C:31]([Cl:34])=[CH:30][CH:29]=3)[CH3:27])=[CH:22][CH:21]=2)[CH:7]=1.[CH3:37]I, predict the reaction product. The product is: [CH3:3][O:4][C:5](=[O:36])[C:6]1[CH:11]=[C:10]([N:12]([CH3:37])[C:13]2[CH:14]=[CH:15][CH:16]=[CH:17][CH:18]=2)[CH:9]=[C:8]([C:19](=[O:35])[C:20]2[CH:25]=[CH:24][C:23]([N:26]([C:28]3[CH:29]=[CH:30][C:31]([Cl:34])=[CH:32][CH:33]=3)[CH3:27])=[CH:22][CH:21]=2)[CH:7]=1. (6) The product is: [C:1]([O:5][C:6]([NH:8][C@:9]12[CH2:53][CH2:52][C@@H:51]([C:54]([CH3:56])=[CH2:55])[C@@H:10]1[C@@H:11]1[C@@:24]([CH3:27])([CH2:25][CH2:26]2)[C@@:23]2([CH3:28])[C@@H:14]([C@:15]3([CH3:50])[C@@H:20]([CH2:21][CH2:22]2)[C:19]([CH3:30])([CH3:29])[C:18]([C:31]2[CH2:49][C:33]4([CH2:36][C:35]([C:43]([OH:45])=[O:44])([C:37]([OH:39])=[O:38])[CH2:34]4)[CH:32]=2)=[CH:17][CH2:16]3)[CH2:13][CH2:12]1)=[O:7])([CH3:2])([CH3:3])[CH3:4]. Given the reactants [C:1]([O:5][C:6]([NH:8][C@:9]12[CH2:53][CH2:52][C@@H:51]([C:54]([CH3:56])=[CH2:55])[C@@H:10]1[C@@H:11]1[C@@:24]([CH3:27])([CH2:25][CH2:26]2)[C@@:23]2([CH3:28])[C@@H:14]([C@:15]3([CH3:50])[C@@H:20]([CH2:21][CH2:22]2)[C:19]([CH3:30])([CH3:29])[C:18]([C:31]2[CH2:49][C:33]4([CH2:36][C:35]([C:43]([O:45]C(C)C)=[O:44])([C:37]([O:39]C(C)C)=[O:38])[CH2:34]4)[CH:32]=2)=[CH:17][CH2:16]3)[CH2:13][CH2:12]1)=[O:7])([CH3:4])([CH3:3])[CH3:2].[OH-].[Na+], predict the reaction product. (7) The product is: [F:16][C:15]([F:18])([F:17])[C:13]1[CH:12]=[CH:11][N:10]=[C:9]([NH:8][C:6]2[N:7]=[C:2]([N:19]3[CH:23]=[C:22]([CH2:24][CH2:25][C:26]([OH:28])=[O:27])[N:21]=[CH:20]3)[CH:3]=[CH:4][CH:5]=2)[CH:14]=1. Given the reactants Br[C:2]1[N:7]=[C:6]([NH:8][C:9]2[CH:14]=[C:13]([C:15]([F:18])([F:17])[F:16])[CH:12]=[CH:11][N:10]=2)[CH:5]=[CH:4][CH:3]=1.[NH:19]1[CH:23]=[C:22]([CH2:24][CH2:25][C:26]([OH:28])=[O:27])[N:21]=[CH:20]1.[O-]P([O-])([O-])=O.[K+].[K+].[K+], predict the reaction product.